This data is from Catalyst prediction with 721,799 reactions and 888 catalyst types from USPTO. The task is: Predict which catalyst facilitates the given reaction. Reactant: [N+:1]([O-:4])(O)=[O:2].[O:5]=[C:6]1[NH:12][C:11]2[CH:13]=[CH:14][CH:15]=[CH:16][C:10]=2[N:9]2[CH2:17][CH2:18][N:19]([C:21]([O:23][C:24]([CH3:27])([CH3:26])[CH3:25])=[O:22])[CH2:20][CH:8]2[CH2:7]1.O. Product: [N+:1]([C:14]1[CH:15]=[CH:16][C:10]2[N:9]3[CH2:17][CH2:18][N:19]([C:21]([O:23][C:24]([CH3:25])([CH3:26])[CH3:27])=[O:22])[CH2:20][CH:8]3[CH2:7][C:6](=[O:5])[NH:12][C:11]=2[CH:13]=1)([O-:4])=[O:2]. The catalyst class is: 15.